From a dataset of Catalyst prediction with 721,799 reactions and 888 catalyst types from USPTO. Predict which catalyst facilitates the given reaction. (1) Reactant: [CH3:1][Mg]Br.[C:4]([S:8](/[N:10]=[CH:11]/[C:12]1[N:16]2[CH2:17][C@H:18]([C:30]3[CH:35]=[CH:34][CH:33]=[C:32]([F:36])[C:31]=3[F:37])[CH2:19][CH2:20][C@@H:21]([NH:22][C:23](=[O:29])[O:24][C:25]([CH3:28])([CH3:27])[CH3:26])[C:15]2=[N:14][CH:13]=1)=[O:9])([CH3:7])([CH3:6])[CH3:5]. Product: [C:4]([S:8]([NH:10][CH:11]([C:12]1[N:16]2[CH2:17][C@H:18]([C:30]3[CH:35]=[CH:34][CH:33]=[C:32]([F:36])[C:31]=3[F:37])[CH2:19][CH2:20][C@@H:21]([NH:22][C:23](=[O:29])[O:24][C:25]([CH3:28])([CH3:27])[CH3:26])[C:15]2=[N:14][CH:13]=1)[CH3:1])=[O:9])([CH3:5])([CH3:6])[CH3:7]. The catalyst class is: 7. (2) Reactant: [C:1]1([C:7]([CH:9]([C:11]2[CH:16]=[CH:15][CH:14]=[CH:13][CH:12]=2)[OH:10])=[O:8])[CH:6]=[CH:5][CH:4]=[CH:3][CH:2]=1.[N:17]([CH2:20][C:21]1([CH2:27][C:28]([O:30][CH2:31][CH2:32][C:33]#[N:34])=[O:29])[CH2:26][CH2:25][CH2:24][CH2:23][CH2:22]1)=[C:18]=[O:19]. Product: [C:7]([CH:9]([O:10][C:18]([NH:17][CH2:20][C:21]1([CH2:27][C:28]([O:30][CH2:31][CH2:32][C:33]#[N:34])=[O:29])[CH2:26][CH2:25][CH2:24][CH2:23][CH2:22]1)=[O:19])[C:11]1[CH:16]=[CH:15][CH:14]=[CH:13][CH:12]=1)(=[O:8])[C:1]1[CH:2]=[CH:3][CH:4]=[CH:5][CH:6]=1. The catalyst class is: 11. (3) Reactant: P(C(C)(C)C)(C(C)(C)C)C(C)(C)C.Br[C:15]1[CH:16]=[C:17]2[C:21](=[CH:22][CH:23]=1)[N:20]([CH:24]1[CH2:29][CH2:28][N:27]([C:30](OC(C)(C)C)=O)[CH2:26]C1)[CH2:19][CH2:18]2.[Li+].C[Si]([N-:42][Si](C)(C)C)(C)C. Product: [CH3:30][N:27]1[CH2:28][CH2:29][CH:24]([N:20]2[C:21]3[C:17](=[CH:16][C:15]([NH2:42])=[CH:23][CH:22]=3)[CH2:18][CH2:19]2)[CH2:26]1. The catalyst class is: 443. (4) Reactant: [OH-].[Na+].[CH:3]1[C:12]2[C:7](=[CH:8][CH:9]=[CH:10][CH:11]=2)[CH:6]=[CH:5][C:4]=1[S:13]([NH:16][CH:17]1[CH:22]2[CH:18]1[CH2:19][N:20]([C:23]1[N:28]=[CH:27][C:26]([C:29]([O:31]CC)=[O:30])=[CH:25][N:24]=1)[CH2:21]2)(=[O:15])=[O:14]. Product: [CH:3]1[C:12]2[C:7](=[CH:8][CH:9]=[CH:10][CH:11]=2)[CH:6]=[CH:5][C:4]=1[S:13]([NH:16][CH:17]1[CH:18]2[CH:22]1[CH2:21][N:20]([C:23]1[N:28]=[CH:27][C:26]([C:29]([OH:31])=[O:30])=[CH:25][N:24]=1)[CH2:19]2)(=[O:15])=[O:14]. The catalyst class is: 36. (5) Reactant: [CH:1]1([C:5]2[C:13]([C:14]3[NH:18][C:17]([O:19][CH3:20])=[N:16][N:15]=3)=[CH:12][C:8]([C:9](N)=[O:10])=[C:7]([CH3:21])[CH:6]=2)[CH2:4][CH2:3][CH2:2]1.N([O-])=[O:23].[Na+]. Product: [CH:1]1([C:5]2[C:13]([C:14]3[NH:18][C:17]([O:19][CH3:20])=[N:16][N:15]=3)=[CH:12][C:8]([C:9]([OH:23])=[O:10])=[C:7]([CH3:21])[CH:6]=2)[CH2:4][CH2:3][CH2:2]1. The catalyst class is: 67. (6) Reactant: [NH:1]([C:3]1[CH:8]=[N:7][CH:6]=[CH:5][N:4]=1)[NH2:2].[C:9]([CH:11]([CH3:17])[C:12](OCC)=[O:13])#[N:10].CC[O-].[Na+]. Product: [NH2:10][C:9]1[N:1]([C:3]2[CH:8]=[N:7][CH:6]=[CH:5][N:4]=2)[NH:2][C:12](=[O:13])[C:11]=1[CH3:17]. The catalyst class is: 14. (7) Reactant: [NH2:1][CH:2]([CH2:20][C:21]1[CH:26]=[CH:25][C:24]([O:27]C)=[C:23]([F:29])[CH:22]=1)[CH2:3][NH:4][C:5]1[S:6][C:7]([C:10]2[CH:19]=[CH:18][C:13]3[NH:14][C:15](=O)[O:16][C:12]=3[CH:11]=2)=[CH:8][N:9]=1.B(Br)(Br)Br. Product: [NH2:1][CH:2]([CH2:20][C:21]1[CH:26]=[CH:25][C:24]([OH:27])=[C:23]([F:29])[CH:22]=1)[CH2:3][NH:4][C:5]1[S:6][C:7]([C:10]2[CH:19]=[CH:18][C:13]3[N:14]=[CH:15][O:16][C:12]=3[CH:11]=2)=[CH:8][N:9]=1. The catalyst class is: 2. (8) Reactant: [CH3:1][O:2][C:3](=[O:17])[C:4]1[C:9]([O:10][CH3:11])=[CH:8][C:7]([C:12]([F:15])([F:14])[F:13])=[CH:6][C:5]=1[OH:16].C(=O)([O-])[O-].[K+].[K+].Cl[C:25]([F:31])([F:30])C(OC)=O.O. Product: [CH3:1][O:2][C:3](=[O:17])[C:4]1[C:9]([O:10][CH3:11])=[CH:8][C:7]([C:12]([F:14])([F:13])[F:15])=[CH:6][C:5]=1[O:16][CH:25]([F:31])[F:30]. The catalyst class is: 42. (9) Reactant: [CH2:1]([O:3][C:4]1[CH:9]=[CH:8][C:7]([S:10]([CH2:13][CH2:14][CH:15]2[CH2:20][CH2:19][N:18](C(OC(C)(C)C)=O)[CH2:17][CH2:16]2)(=[O:12])=[O:11])=[CH:6][CH:5]=1)[CH3:2].[ClH:28]. Product: [ClH:28].[CH2:1]([O:3][C:4]1[CH:9]=[CH:8][C:7]([S:10]([CH2:13][CH2:14][CH:15]2[CH2:20][CH2:19][NH:18][CH2:17][CH2:16]2)(=[O:11])=[O:12])=[CH:6][CH:5]=1)[CH3:2]. The catalyst class is: 14.